The task is: Regression. Given a peptide amino acid sequence and an MHC pseudo amino acid sequence, predict their binding affinity value. This is MHC class I binding data.. This data is from Peptide-MHC class I binding affinity with 185,985 pairs from IEDB/IMGT. (1) The peptide sequence is RPDTRHLRVL. The MHC is HLA-A03:01 with pseudo-sequence HLA-A03:01. The binding affinity (normalized) is 0. (2) The peptide sequence is ILMWNKQFI. The MHC is H-2-Kb with pseudo-sequence H-2-Kb. The binding affinity (normalized) is 0.212. (3) The MHC is H-2-Kk with pseudo-sequence H-2-Kk. The peptide sequence is DEGEGRVI. The binding affinity (normalized) is 0.558. (4) The peptide sequence is MQNCLLRLK. The MHC is HLA-A68:01 with pseudo-sequence HLA-A68:01. The binding affinity (normalized) is 0.332. (5) The peptide sequence is KIWMAPSLT. The MHC is HLA-A03:01 with pseudo-sequence HLA-A03:01. The binding affinity (normalized) is 0.0831. (6) The peptide sequence is PVSDLKYSW. The MHC is HLA-B53:01 with pseudo-sequence HLA-B53:01. The binding affinity (normalized) is 0.313. (7) The peptide sequence is VEMGIKNGP. The MHC is HLA-B57:01 with pseudo-sequence HLA-B57:01. The binding affinity (normalized) is 0.0847.